This data is from Forward reaction prediction with 1.9M reactions from USPTO patents (1976-2016). The task is: Predict the product of the given reaction. Given the reactants Cl.[CH3:2][C:3]1[C:7]2[CH:8]=[CH:9][CH:10]=[CH:11][C:6]=2[O:5][C:4]=1[CH:12]1[CH2:15][NH:14][CH2:13]1.Cl.[CH3:17][N:18]1[CH2:23][CH2:22][C:21]2([CH2:32][C:31]3[C:26](=[N:27][CH:28]=[C:29](/[CH:33]=[CH:34]/[C:35](O)=[O:36])[CH:30]=3)[NH:25][C:24]2=[O:38])[CH2:20][CH2:19]1.CCN=C=NCCCN(C)C.Cl.C1C=NC2N(O)N=NC=2C=1.C(N(CC)C(C)C)(C)C, predict the reaction product. The product is: [CH3:17][N:18]1[CH2:19][CH2:20][C:21]2([CH2:32][C:31]3[C:26](=[N:27][CH:28]=[C:29](/[CH:33]=[CH:34]/[C:35]([N:14]4[CH2:13][CH:12]([C:4]5[O:5][C:6]6[CH:11]=[CH:10][CH:9]=[CH:8][C:7]=6[C:3]=5[CH3:2])[CH2:15]4)=[O:36])[CH:30]=3)[NH:25][C:24]2=[O:38])[CH2:22][CH2:23]1.